Dataset: SARS-CoV-2 main protease (3CLPro) crystallographic fragment screen with 879 compounds. Task: Binary Classification. Given a drug SMILES string, predict its activity (active/inactive) in a high-throughput screening assay against a specified biological target. (1) The molecule is CC1(C(=O)O)CCCN1S(C)(=O)=O. The result is 0 (inactive). (2) The molecule is CC(=O)N1CCC(NCCc2ccccc2)CC1. The result is 0 (inactive). (3) The drug is Cc1cc(C)c(C(C)NC(=O)CCl)cc1C. The result is 0 (inactive). (4) The drug is CC(C(N)=O)N1CCN(S(C)(=O)=O)CC1. The result is 0 (inactive). (5) The compound is CC(=O)N1CCN(C(=O)CCl)CC1. The result is 1 (active). (6) The result is 0 (inactive). The drug is CC(=O)N1CCCC2(CCCCCC2)C1.